From a dataset of Full USPTO retrosynthesis dataset with 1.9M reactions from patents (1976-2016). Predict the reactants needed to synthesize the given product. (1) Given the product [F:28][C:12]1[CH:11]=[C:10]([S:7]([NH2:6])(=[O:8])=[O:9])[CH:15]=[CH:14][C:13]=1[O:16][C@H:17]1[CH2:21][CH2:20][CH2:19][C@@H:18]1[C:22]1[N:26]([CH3:27])[N:25]=[CH:24][CH:23]=1, predict the reactants needed to synthesize it. The reactants are: COC1C=C(OC)C=CC=1C[NH:6][S:7]([C:10]1[CH:15]=[CH:14][C:13]([O:16][C@H:17]2[CH2:21][CH2:20][CH2:19][C@@H:18]2[C:22]2[N:26]([CH3:27])[N:25]=[CH:24][CH:23]=2)=[C:12]([F:28])[CH:11]=1)(=[O:9])=[O:8].C([SiH](CC)CC)C.FC(F)(F)C(O)=O. (2) Given the product [Cl:1][C:2]1[CH:41]=[CH:40][C:5]([CH2:6][S:7][C:8]2[N:12]([C:13]3[C:14]([CH3:35])=[C:15]([CH:32]=[CH:33][CH:34]=3)[CH2:16][NH:17][C:18]3[CH:31]=[CH:30][C:21]4[C@H:22]([CH2:25][C:26]([O-:28])=[O:27])[CH2:23][O:24][C:20]=4[CH:19]=3)[C:11]3[CH:36]=[CH:37][CH:38]=[CH:39][C:10]=3[N:9]=2)=[CH:4][CH:3]=1.[Na+:43], predict the reactants needed to synthesize it. The reactants are: [Cl:1][C:2]1[CH:41]=[CH:40][C:5]([CH2:6][S:7][C:8]2[N:12]([C:13]3[C:14]([CH3:35])=[C:15]([CH:32]=[CH:33][CH:34]=3)[CH2:16][NH:17][C:18]3[CH:31]=[CH:30][C:21]4[C@H:22]([CH2:25][C:26]([O:28]C)=[O:27])[CH2:23][O:24][C:20]=4[CH:19]=3)[C:11]3[CH:36]=[CH:37][CH:38]=[CH:39][C:10]=3[N:9]=2)=[CH:4][CH:3]=1.[OH-].[Na+:43].O. (3) Given the product [ClH:4].[Cl:28][C:27]1[CH:26]=[C:25]([C:29]([NH:31][CH2:32][C:33]2[CH:38]=[CH:37][CH:36]=[C:35]([OH:39])[CH:34]=2)=[O:30])[CH:24]=[C:23]([Cl:40])[C:22]=1[C:21]([NH:20][C@H:19]([C:42]([O:44][CH3:45])=[O:43])[CH2:18][NH:17][C:15](=[O:16])[C:14]1[CH:13]=[C:12]([OH:11])[CH:48]=[C:47]([OH:49])[CH:46]=1)=[O:41], predict the reactants needed to synthesize it. The reactants are: C([Cl:4])(=O)C.O1CCCCC1[O:11][C:12]1[CH:13]=[C:14]([CH:46]=[C:47]([O:49]C2CCCCO2)[CH:48]=1)[C:15]([NH:17][CH2:18][C@@H:19]([C:42]([O:44][CH3:45])=[O:43])[NH:20][C:21](=[O:41])[C:22]1[C:27]([Cl:28])=[CH:26][C:25]([C:29]([NH:31][CH2:32][C:33]2[CH:38]=[CH:37][CH:36]=[C:35]([OH:39])[CH:34]=2)=[O:30])=[CH:24][C:23]=1[Cl:40])=[O:16]. (4) Given the product [CH:23]([C:20]1[CH:21]=[CH:22][C:17]([C:5]2[N:4]([CH2:3][CH2:2][O:1][CH3:35])[C:8]3[C:9]([O:15][CH3:16])=[CH:10][C:27]([CH:26]=[O:29])=[CH:12][C:7]=3[N:6]=2)=[CH:18][CH:19]=1)([CH3:25])[CH3:24], predict the reactants needed to synthesize it. The reactants are: [OH:1][CH2:2][CH2:3][N:4]1[C:8]2[C:9]([O:15][CH3:16])=[CH:10]C(C#N)=[CH:12][C:7]=2[N:6]=[C:5]1[C:17]1[CH:22]=[CH:21][C:20]([CH:23]([CH3:25])[CH3:24])=[CH:19][CH:18]=1.[C:26]([OH:29])(=O)[CH3:27].[PH2]([O-])=O.[Na+].N1C=CC=C[CH:35]=1.